This data is from Reaction yield outcomes from USPTO patents with 853,638 reactions. The task is: Predict the reaction yield, written as a fraction of the theoretical maximum amount of product (1.0 means a 100% yield; for example, 0.34 means a 34% yield). (1) The yield is 0.950. The reactants are [C:1]([N:8]1[CH2:13][CH2:12][CH2:11][CH:10]([CH2:14][NH:15][C:16]2[CH:21]=[CH:20][CH:19]=[CH:18][CH:17]=2)[CH2:9]1)([O:3][C:4]([CH3:7])([CH3:6])[CH3:5])=[O:2].[CH2:22]([N:24]=[C:25]=[O:26])[CH3:23]. The product is [C:1]([N:8]1[CH2:13][CH2:12][CH2:11][CH:10]([CH2:14][N:15]([C:16]2[CH:21]=[CH:20][CH:19]=[CH:18][CH:17]=2)[C:25]([NH:24][CH2:22][CH3:23])=[O:26])[CH2:9]1)([O:3][C:4]([CH3:6])([CH3:7])[CH3:5])=[O:2]. The catalyst is C(Cl)Cl. (2) The reactants are Cl[C:2]1[N:7]=[C:6]([C:8]2[N:12]3[CH:13]=[CH:14][CH:15]=[CH:16][C:11]3=[N:10][C:9]=2[C:17]2[CH:18]=[CH:19][C:20]([O:34][CH3:35])=[C:21]([CH:33]=2)[C:22]([NH:24][C:25]2[C:30]([F:31])=[CH:29][CH:28]=[CH:27][C:26]=2[F:32])=[O:23])[CH:5]=[CH:4][N:3]=1.[CH2:36]([O:38][C:39]1[CH:44]=[C:43]([N:45]2[CH2:50][CH2:49][N:48]([CH:51]([CH3:53])[CH3:52])[CH2:47][CH2:46]2)[CH:42]=[CH:41][C:40]=1[NH2:54])[CH3:37].Cl.O1CCOCC1.C[O-].[Na+]. The catalyst is FC(F)(F)CO.CO.C(Cl)Cl.CCCCCC. The product is [F:32][C:26]1[CH:27]=[CH:28][CH:29]=[C:30]([F:31])[C:25]=1[NH:24][C:22](=[O:23])[C:21]1[CH:33]=[C:17]([C:9]2[N:10]=[C:11]3[CH:16]=[CH:15][CH:14]=[CH:13][N:12]3[C:8]=2[C:6]2[CH:5]=[CH:4][N:3]=[C:2]([NH:54][C:40]3[CH:41]=[CH:42][C:43]([N:45]4[CH2:50][CH2:49][N:48]([CH:51]([CH3:52])[CH3:53])[CH2:47][CH2:46]4)=[CH:44][C:39]=3[O:38][CH2:36][CH3:37])[N:7]=2)[CH:18]=[CH:19][C:20]=1[O:34][CH3:35]. The yield is 0.600. (3) The reactants are [CH2:1]([C:3]1[CH:8]=[CH:7][C:6]([CH2:9][CH2:10][CH2:11][C:12]([O:14][CH2:15][CH3:16])=[O:13])=[CH:5][CH:4]=1)[CH3:2].[C:17]1([CH2:23][CH2:24][CH2:25]I)[CH:22]=[CH:21][CH:20]=[CH:19][CH:18]=1. No catalyst specified. The product is [CH2:1]([C:3]1[CH:8]=[CH:7][C:6]([CH2:9][CH2:10][CH:11]([CH2:25][CH2:24][CH2:23][C:17]2[CH:22]=[CH:21][CH:20]=[CH:19][CH:18]=2)[C:12]([O:14][CH2:15][CH3:16])=[O:13])=[CH:5][CH:4]=1)[CH3:2]. The yield is 0.530. (4) The reactants are [CH2:1]([C:3]1[CH:4]=[N:5][C:6]([C:9]#[C:10][C:11]2[CH:16]=[CH:15][CH:14]=[CH:13][CH:12]=2)=[N:7][CH:8]=1)[CH3:2].[ClH:17]. The catalyst is C(Cl)Cl.C(OCC)C. The product is [ClH:17].[CH2:1]([C:3]1[CH:8]=[N:7][C:6]([C:9]#[C:10][C:11]2[CH:16]=[CH:15][CH:14]=[CH:13][CH:12]=2)=[N:5][CH:4]=1)[CH3:2]. The yield is 0.490. (5) The reactants are [OH:1][C:2]1[CH:17]=[CH:16][C:5]2[NH:6][C:7](=[O:15])[C:8]3[CH2:9][CH2:10][CH2:11][N:12]([CH3:14])[C:13]=3[C:4]=2[CH:3]=1.CS(O[CH:23]1[CH2:28][CH2:27][N:26]([C:29]([O:31][C:32]([CH3:35])([CH3:34])[CH3:33])=[O:30])[CH2:25][CH2:24]1)(=O)=O. The yield is 0.650. The catalyst is C(#N)C.CN(C)C=O. The product is [CH3:14][N:12]1[C:13]2[C:4]3[CH:3]=[C:2]([O:1][CH:23]4[CH2:28][CH2:27][N:26]([C:29]([O:31][C:32]([CH3:35])([CH3:34])[CH3:33])=[O:30])[CH2:25][CH2:24]4)[CH:17]=[CH:16][C:5]=3[NH:6][C:7](=[O:15])[C:8]=2[CH2:9][CH2:10][CH2:11]1. (6) The reactants are [Cl:1][C:2]1[CH:7]=[CH:6][C:5]([NH:8][C:9]2[C:10]([CH:22]=[N:23]O)=[N:11][CH:12]=[C:13]([N:15]3[C:19]([CH3:20])=[CH:18][C:17]([CH3:21])=[N:16]3)[N:14]=2)=[CH:4][CH:3]=1.CO. The catalyst is [Ni].C(O)C. The product is [NH2:23][CH2:22][C:10]1[C:9]([NH:8][C:5]2[CH:4]=[CH:3][C:2]([Cl:1])=[CH:7][CH:6]=2)=[N:14][C:13]([N:15]2[C:19]([CH3:20])=[CH:18][C:17]([CH3:21])=[N:16]2)=[CH:12][N:11]=1. The yield is 0.280. (7) The reactants are [NH2:1][C:2]1[CH:10]=[C:9]([F:11])[CH:8]=[CH:7][C:3]=1[C:4]([OH:6])=O.O=S(Cl)Cl.[Cl:16][C:17]1[CH:23]=[CH:22][CH:21]=[CH:20][C:18]=1[NH2:19].C(Cl)(Cl)Cl. The catalyst is C1C=CC=CC=1. The product is [NH2:1][C:2]1[CH:10]=[C:9]([F:11])[CH:8]=[CH:7][C:3]=1[C:4]([NH:19][C:18]1[CH:20]=[CH:21][CH:22]=[CH:23][C:17]=1[Cl:16])=[O:6]. The yield is 0.520. (8) The reactants are [CH2:1]([N:3]([S:16]([C:19]1[S:20][CH:21]=[CH:22][CH:23]=1)(=[O:18])=[O:17])[C:4]1[CH:5]=[CH:6][CH:7]=[C:8]2[C:12]=1[NH:11][C:10]([C:13](=[S:15])[NH2:14])=[CH:9]2)[CH3:2].Br[CH:25]([CH:28]=O)[CH:26]=[O:27].CN(C)C(=O)C. The catalyst is O. The product is [CH2:1]([N:3]([C:4]1[CH:5]=[CH:6][CH:7]=[C:8]2[C:12]=1[NH:11][C:10]([C:13]1[S:15][C:25]([CH2:26][OH:27])=[CH:28][N:14]=1)=[CH:9]2)[S:16]([C:19]1[S:20][CH:21]=[CH:22][CH:23]=1)(=[O:17])=[O:18])[CH3:2]. The yield is 0.170. (9) The reactants are [O:1]=[C:2]1[NH:7][C:6](=[O:8])[C:5]([C:9]#[N:10])=[CH:4][N:3]1[CH2:11][CH2:12][CH2:13][CH:14]=O.[F:16][C:17]([F:31])([F:30])[C:18]1[CH:23]=[CH:22][C:21]([C@:24]23[CH2:29][C@H:28]2[CH2:27][NH:26][CH2:25]3)=[CH:20][CH:19]=1.CC(O)=O.[BH-](OC(C)=O)(OC(C)=O)OC(C)=O.[Na+].[Cl:50]C(Cl)C. The product is [ClH:50].[O:1]=[C:2]1[NH:7][C:6](=[O:8])[C:5]([C:9]#[N:10])=[CH:4][N:3]1[CH2:11][CH2:12][CH2:13][CH2:14][N:26]1[CH2:27][C@H:28]2[C@:24]([C:21]3[CH:20]=[CH:19][C:18]([C:17]([F:16])([F:31])[F:30])=[CH:23][CH:22]=3)([CH2:29]2)[CH2:25]1. The yield is 0.530. The catalyst is O. (10) The reactants are [CH3:1][P:2](=[O:19])([CH3:18])[C:3]1[CH:8]=[CH:7][C:6]([N+:9]([O-])=O)=[C:5]([S:12]([CH:15]([CH3:17])[CH3:16])(=[O:14])=[O:13])[CH:4]=1. The product is [CH3:18][P:2]([C:3]1[CH:8]=[CH:7][C:6]([NH2:9])=[C:5]([S:12]([CH:15]([CH3:17])[CH3:16])(=[O:14])=[O:13])[CH:4]=1)([CH3:1])=[O:19]. The catalyst is C(O)C.[Pd]. The yield is 0.500.